Dataset: Full USPTO retrosynthesis dataset with 1.9M reactions from patents (1976-2016). Task: Predict the reactants needed to synthesize the given product. (1) The reactants are: [Br:1][C:2]1[N:7]=[CH:6][C:5]([C:8]([OH:10])=O)=[CH:4][CH:3]=1.S(Cl)(Cl)=O.[CH:15]1[CH:20]=[CH:19][CH:18]=[CH:17][CH:16]=1.[Al+3].[Cl-].[Cl-].[Cl-]. Given the product [Br:1][C:2]1[N:7]=[CH:6][C:5]([C:8]([C:15]2[CH:20]=[CH:19][CH:18]=[CH:17][CH:16]=2)=[O:10])=[CH:4][CH:3]=1, predict the reactants needed to synthesize it. (2) Given the product [NH2:11][C:7]1[CH:6]=[C:5]2[C:10]([C:2]([Br:1])=[N:3][N:4]2[C:14]([C:16]2[C:21]([C:22]([F:25])([F:24])[F:23])=[CH:20][CH:19]=[CH:18][C:17]=2[Cl:26])=[O:15])=[CH:9][CH:8]=1, predict the reactants needed to synthesize it. The reactants are: [Br:1][C:2]1[C:10]2[C:5](=[CH:6][C:7]([N+:11]([O-])=O)=[CH:8][CH:9]=2)[N:4]([C:14]([C:16]2[C:21]([C:22]([F:25])([F:24])[F:23])=[CH:20][CH:19]=[CH:18][C:17]=2[Cl:26])=[O:15])[N:3]=1.Cl[Sn]Cl. (3) The reactants are: [CH3:1][C@H:2]1[C@H:7]([O:8][C:9]2[CH:14]=[CH:13][C:12]([C:15]([F:18])([F:17])[F:16])=[CH:11][N:10]=2)[CH2:6][CH2:5][CH2:4][N:3]1C(OC(C)(C)C)=O.C(O)(C(F)(F)F)=O. Given the product [CH3:1][C@H:2]1[C@H:7]([O:8][C:9]2[CH:14]=[CH:13][C:12]([C:15]([F:18])([F:16])[F:17])=[CH:11][N:10]=2)[CH2:6][CH2:5][CH2:4][NH:3]1, predict the reactants needed to synthesize it.